This data is from Peptide-MHC class I binding affinity with 185,985 pairs from IEDB/IMGT. The task is: Regression. Given a peptide amino acid sequence and an MHC pseudo amino acid sequence, predict their binding affinity value. This is MHC class I binding data. The peptide sequence is ILISLINSLV. The MHC is HLA-A02:03 with pseudo-sequence HLA-A02:03. The binding affinity (normalized) is 0.896.